The task is: Binary Classification. Given a miRNA mature sequence and a target amino acid sequence, predict their likelihood of interaction.. This data is from Experimentally validated miRNA-target interactions with 360,000+ pairs, plus equal number of negative samples. (1) The miRNA is hsa-miR-1827 with sequence UGAGGCAGUAGAUUGAAU. The protein sequence of the target gene is MSFPNSSPAANTFLVDSLISACRSDSFYSSSASMYMPPPSADMGTYGMQTCGLLPSLAKREVNHQNMGMNVHPYIPQVDSWTDPNRSCRIEQPVTQQVPTCSFTTNIKEESNCCMYSDKRNKLISAEVPSYQRLVPESCPVENPEVPVPGYFRLSQTYATGKTQEYNNSPEGSSTVMLQLNPRGAAKPQLSAAQLQMEKKMNEPVSGQEPTKVSQVESPEAKGGLPEERSCLAEVSVSSPEVQEKESKEEIKSDTPTSNWLTAKSGRKKRCPYTKHQTLELEKEFLFNMYLTRERRLEIS.... Result: 0 (no interaction). (2) The miRNA is hsa-miR-324-3p with sequence CCCACUGCCCCAGGUGCUGCUGG. The protein sequence of the target gene is MAAVKTLNPKAEVARAQAALAVNISAARGLQDVLRTNLGPKGTMKMLVSGAGDIKLTKDGNVLLHEMQIQHPTASLIAKVATAQDDITGDGTTSNVLIIGELLKQADLYISEGLHPRIITEGFEAAKEKALQFLEEVKVSREMDRETLIDVARTSLRTKVHAELADVLTEAVVDSILAIKKQDEPIDLFMIEIMEMKHKSETDTSLIRGLVLDHGARHPDMKKRVEDAYILTCNVSLEYEKTEVNSGFFYKSAEEREKLVKAERKFIEDRVKKIIELKRKVCGDSDKGFVVINQKGIDPF.... Result: 1 (interaction). (3) Result: 0 (no interaction). The miRNA is hsa-miR-5739 with sequence GCGGAGAGAGAAUGGGGAGC. The protein sequence of the target gene is MHCGLLEEPDMDSTESWIERCLNESENKRYSSHTSLGNVSNDENEEKENNRASKPHSTPATLQWLEENYEIAEGVCIPRSALYMHYLDFCEKNDTQPVNAASFGKIIRQQFPQLTTRRLGTRGQSKYHYYGIAVKESSQYYDVMYSKKGAAWVSETGKREVTKQTVAYSPRSKLGTLLPDFPNVKDLNLPASLPEEKVSTFIMMYRTHCQRILDTVIRANFDEVQSFLLHFWQGMPPHMLPVLGSSTVVNIVGVCDSILYKAISGVLMPTVLQALPDSLTQVIRKFAKQLDEWLKVALHD.... (4) The miRNA is ath-miR160b with sequence UGCCUGGCUCCCUGUAUGCCA. The protein sequence of the target gene is MNFLRRRLSDSSFMANLPNGYMTDLQRPDSSTSSPASPAMERRHPQPLAASFSSPGSSLFSSLSSAMKQAPQATSGLMEPPGPSTPIVQRPRILLVIDDAHTDWSKYFHGKKVNGEIEIRVEQAEFSELNLAAYVTGGCMVDMQVVRNGTKVVSRSFKPDFILVRQHAYSMALGEDYRSLVIGLQYGGLPAVNSLYSVYNFCSKPWVFSQLIKIFHSLGPEKFPLVEQTFFPNHKPMVTAPHFPVVVKLGHAHAGMGKIKVENQLDFQDITSVVAMAKTYATTEAFIDSKYDIRIQKIGS.... Result: 0 (no interaction). (5) The miRNA is hsa-miR-6886-5p with sequence CCCGCAGGUGAGAUGAGGGCU. The protein sequence of the target gene is MLQCRPAQEFSFGPRALKDALVSTDAALQQLYVSAFSPAERLFLAEAYNPQRTLFCTLLIRTGFDWLLSRPEAPEDFQTFHASLQHRKPRLARKHIYLQPIDLSEEPVGSSLLHQLCSCTEAFFLGLRVKCLPSVAAASIRCSSRPSRDSDRLQLHTDGILSFLKNNKPGDALCVLGLTLSDLYPHEAWSFTFSKFLPGHEVGVCSFARFSGEFPKSGPSAPDLALVEAAADGPEAPLQDRGWALCFSALGMVQCCKVTCHELCHLLGLGNCRWLRCLMQGALSLDEALRRPLDLCPICL.... Result: 0 (no interaction). (6) The miRNA is hsa-miR-16-5p with sequence UAGCAGCACGUAAAUAUUGGCG. The protein sequence of the target gene is MKKTPVFLESLVTNMLRLRAICPFSWRVFQFRPISCEPLIIQMNKCTDEEQMFGFIERNKAILSEKQVGCAFDMLWKLQKQKTSLLKNAEYVRDHPQFLTLHNLATNKFKLMNDDTLVNVLYVTQQFAGEAHDPLVEALVTEAWRRLERFDIKLLSEFSSCLADQHLYFSPLMGKIADIVHRNLETTQDLSSLSVLMVNISSLISRHFQQQLVNKTELLFDTIDSSEVNVAKSIAKFLRNVRYRYQPLLERCNNVFLSNVDHLDLDSISKILSVYKFLQFNSFEFIIMAKKKLTEMIPLC.... Result: 1 (interaction). (7) The miRNA is hsa-miR-335-5p with sequence UCAAGAGCAAUAACGAAAAAUGU. The protein sequence of the target gene is MAKNRRDRNSWGGFSEKTYEWSSEEEEPVKKAGPVQVLIVKDDHSFELDETALNRILLSEAVRDKEVVAVSVAGAFRKGKSFLMDFMLRYMYNQESVDWVGDYNEPLTGFSWRGGSERETTGIQIWSEIFLINKPDGKKVAVLLMDTQGTFDSQSTLRDSATVFALSTMISSIQVYNLSQNVQEDDLQHLQLFTEYGRLAMEETFLKPFQSLIFLVRDWSFPYEFSYGADGGAKFLEKRLKVSGNQHEELQNVRKHIHSCFTNISCFLLPHPGLKVATNPNFDGKLKEIDDEFIKNLKIL.... Result: 1 (interaction).